Predict the reactants needed to synthesize the given product. From a dataset of Full USPTO retrosynthesis dataset with 1.9M reactions from patents (1976-2016). (1) Given the product [ClH:14].[Cl:14][CH2:10][C:6]1[CH:7]=[C:8]([CH3:9])[N:4]([CH:1]([CH3:3])[CH3:2])[N:5]=1, predict the reactants needed to synthesize it. The reactants are: [CH:1]([N:4]1[C:8]([CH3:9])=[CH:7][C:6]([CH2:10]O)=[N:5]1)([CH3:3])[CH3:2].S(Cl)([Cl:14])=O. (2) Given the product [Br:1][C:18]1[S:17][CH:16]=[C:15]([C:19]([NH:21][C@H:22]([C:24]2[CH:33]=[CH:32][C:27]([C:28]([O:30][CH3:31])=[O:29])=[CH:26][CH:25]=2)[CH3:23])=[O:20])[C:14]=1[CH2:13][C:12]1[CH:34]=[CH:35][CH:36]=[C:10]([Cl:9])[CH:11]=1, predict the reactants needed to synthesize it. The reactants are: [Br:1]N1C(=O)CCC1=O.[Cl:9][C:10]1[CH:11]=[C:12]([CH:34]=[CH:35][CH:36]=1)[CH2:13][C:14]1[C:15]([C:19]([NH:21][C@H:22]([C:24]2[CH:33]=[CH:32][C:27]([C:28]([O:30][CH3:31])=[O:29])=[CH:26][CH:25]=2)[CH3:23])=[O:20])=[CH:16][S:17][CH:18]=1.C(Cl)Cl.CC(O)=O. (3) Given the product [C:3]([NH:6][C:7]1[CH:8]=[CH:9][C:10]([CH:13]([OH:20])[CH2:14][C:15]([O:17][CH2:18][CH3:19])=[O:16])=[CH:11][CH:12]=1)(=[O:5])[CH3:4], predict the reactants needed to synthesize it. The reactants are: [BH4-].[Na+].[C:3]([NH:6][C:7]1[CH:12]=[CH:11][C:10]([C:13](=[O:20])[CH2:14][C:15]([O:17][CH2:18][CH3:19])=[O:16])=[CH:9][CH:8]=1)(=[O:5])[CH3:4].OS([O-])(=O)=O.[K+]. (4) Given the product [Cl:1][C:2]1[CH:7]=[CH:6][C:5]([C:8]2([OH:14])[CH2:13][CH2:12][N:11]([CH2:29][CH2:30][CH:31]=[C:32]3[C:38]4[CH:39]=[CH:40][CH:41]=[N:42][C:37]=4[CH2:36][O:35][C:34]4[CH:43]=[CH:44][C:45]([C:47]([OH:50])([CH3:49])[CH3:48])=[CH:46][C:33]3=4)[CH2:10][CH2:9]2)=[CH:4][C:3]=1[N+:15]([O-:17])=[O:16], predict the reactants needed to synthesize it. The reactants are: [Cl:1][C:2]1[CH:7]=[CH:6][C:5]([C:8]2([OH:14])[CH2:13][CH2:12][NH:11][CH2:10][CH2:9]2)=[CH:4][C:3]=1[N+:15]([O-:17])=[O:16].N1C(C)=CC=CC=1C.[I-].[K+].Br[CH2:29][CH2:30][CH:31]=[C:32]1[C:38]2[CH:39]=[CH:40][CH:41]=[N:42][C:37]=2[CH2:36][O:35][C:34]2[CH:43]=[CH:44][C:45]([C:47]([OH:50])([CH3:49])[CH3:48])=[CH:46][C:33]1=2. (5) Given the product [NH:1]1[C:5]2[CH:6]=[CH:7][C:8]([C:10]([N:21]3[C@@H:22]4[C@@H:17]([C:16]5[CH:24]=[CH:25][CH:26]=[CH:27][C:15]=5[C:14]([CH3:28])([CH3:13])[CH2:23]4)[CH2:18][CH2:19][CH2:20]3)=[O:12])=[CH:9][C:4]=2[N:3]=[CH:2]1, predict the reactants needed to synthesize it. The reactants are: [NH:1]1[C:5]2[CH:6]=[CH:7][C:8]([C:10]([OH:12])=O)=[CH:9][C:4]=2[N:3]=[CH:2]1.[CH3:13][C:14]1([CH3:28])[CH2:23][C@H:22]2[C@H:17]([CH2:18][CH2:19][CH2:20][NH:21]2)[C:16]2[CH:24]=[CH:25][CH:26]=[CH:27][C:15]1=2. (6) Given the product [OH:2][CH2:3][C:4]1[CH:9]=[CH:8][C:7]([C:10]#[N:11])=[N:6][CH:5]=1, predict the reactants needed to synthesize it. The reactants are: C[O:2][C:3](=O)[C:4]1[CH:9]=[CH:8][C:7]([C:10]#[N:11])=[N:6][CH:5]=1.[BH4-].[Na+].O. (7) Given the product [Cl:16][C:8]1[CH:9]=[CH:10][C:11]([C:13](=[N:17][OH:18])[CH3:14])=[CH:12][C:7]=1[CH2:6][NH:5][C:3](=[O:4])[O:21][CH3:19], predict the reactants needed to synthesize it. The reactants are: CC[C:3]([NH:5][CH2:6][C:7]1[CH:12]=[C:11]([C:13](=O)[CH3:14])[CH:10]=[CH:9][C:8]=1[Cl:16])=[O:4].[NH2:17][OH:18].[CH2:19]([OH:21])C.